From a dataset of Experimentally validated miRNA-target interactions with 360,000+ pairs, plus equal number of negative samples. Binary Classification. Given a miRNA mature sequence and a target amino acid sequence, predict their likelihood of interaction. (1) The miRNA is hsa-miR-1304-5p with sequence UUUGAGGCUACAGUGAGAUGUG. The protein sequence of the target gene is MYSGNRSGGHGYWDGGGAAGAEGPAPAGTLSPAPLFSPGTYERLALLLGSIGLLGVGNNLLVLVLYYKFQRLRTPTHLLLVNISLSDLLVSLFGVTFTFVSCLRNGWVWDTVGCVWDGFSGSLFGIVSIATLTVLAYERYIRVVHARVINFSWAWRAITYIWLYSLAWAGAPLLGWNRYILDVHGLGCTVDWKSKDANDSSFVLFLFLGCLVVPLGVIAHCYGHILYSIRMLRCVEDLQTIQVIKILKYEKKLAKMCFLMIFTFLVCWMPYIVICFLVVNGHGHLVTPTISIVSYLFAKS.... Result: 0 (no interaction). (2) The miRNA is hsa-miR-4781-3p with sequence AAUGUUGGAAUCCUCGCUAGAG. The protein sequence of the target gene is MRSFSGAVWERQVSLGAPSWPAAMGDRIYSLEARAVARSVLARPRRPRAPRPRLRLRGRPGRGRGGLLGAGPREACLATPGPPTPPCSSGTSQTPPAPGQMKSKERHLCSPSDHRRSRSPSQRRSRSRSSSWGRDRRHSDSLKESRHRRSSYSQSKSRSKSLPRQSTSLRQSRTPRRNSGSRGRSRSKSLPKRSKSMEKSQSRSPQKQTGSGAKSRPHGRHCDSIARSPCKSPRAYTSSGSKTQTTKHSHLRSHSRSRSYHHKNSW. Result: 0 (no interaction). (3) The miRNA is rno-miR-187-3p with sequence UCGUGUCUUGUGUUGCAGCCGG. The protein sequence of the target gene is MLGSGFKAERLRVNLRLVINRLKLLEKKKTELAQKARKEIADYLAAGKDERARIRVEHIIREDYLVEAMEILELYCDLLLARFGLIQSMKELDSGLAESVSTLIWAAPRLQSEVAELKIVADQLCAKYSKEYGKLCRTNQIGTVNDRLMHKLSVEAPPKILVERYLIEIAKNYNVPYEPDSVVMAEAPVGVETDLIDVGFTDDVKKGGPGRGGGGGFTAPVGGPDGIVPMPMPMPMPSPNAPFAYPLPKGPSDFSGLPVGTYQAFPNIHPPQIPATPPSYESVDDINGDKTVSSAQIVGP.... Result: 0 (no interaction). (4) The miRNA is hsa-miR-4789-3p with sequence CACACAUAGCAGGUGUAUAUA. The protein sequence of the target gene is MGPLINRCKKILLPTTVPPATMRIWLLGGLLPFLLLLSGLQRPTEGSEVAIKIDFDFAPGSFDDQYQGCSKQVMEKLTQGDYFTKDIEAQKNYFRMWQKAHLAWLNQGKVLPQNMTTTHAVAILFYTLNSNVHSDFTRAMASVARTPQQYERSFHFKYLHYYLTSAIQLLRKDSIMENGTLCYEVHYRTKDVHFNAYTGATIRFGQFLSTSLLKEEAQEFGNQTLFTIFTCLGAPVQYFSLKKEVLIPPYELFKVINMSYHPRGNWLQLRSTGNLSTYNCQLLKASSKKCIPDPIAIASL.... Result: 1 (interaction). (5) The miRNA is hsa-miR-4755-3p with sequence AGCCAGGCUCUGAAGGGAAAGU. The protein sequence of the target gene is MNLHQVLTGAVNPGDHCFSVGSIGDQRFTAYASGCDIVILGSDFERLQIIPGAKHGNIQVGCVDCSMQQGKIAASYGNVISIFEPVNLPKQKKNLELYSQWQKSGQFFLESIAHNITWDPTGSRLLTGSSYLQLWSNTNLEKPTEDENLNKTDLNFGDWKCIWHCKTASQVHLMKFSPDGEFFATAGKDDCLLKVWYNVENWRTAVTSPDGSSEKQSQGEIDFSFVYLAHPRAVNGFSWRKTSKYMPRASVCNVLLTCCKDNVCRLWVETFLPNDCLLYGGDCSHWTESINLTNNFKRNA.... Result: 1 (interaction). (6) The miRNA is hsa-miR-598-5p with sequence GCGGUGAUCCCGAUGGUGUGAGC. The protein sequence of the target gene is MAASGRGLCKAVAASPFPAWRRDNTEARGGLKPEYDAVVIGAGHNGLVAAAYLQRLGVNTAVFERRHVIGGAAVTEEIIPGFKFSRASYLLSLLRPQIYTDLELKKHGLRLHLRNPYSFTPMLEEGAGSKVPRCLLLGTDMAENQKQIAQFSQKDAQVFPKYEEFMHRLALAIDPLLDAAPVDMAAFQHGSLLQRMRSLSTLKPLLKAGRILGAQLPRYYEVLTAPITKVLDQWFESEPLKATLATDAVIGAMTSPHTPGSGYVLLHHVMGGLEGMQGAWGYVQGGMGALSDAIASSATT.... Result: 0 (no interaction). (7) The miRNA is mmu-miR-30c-5p with sequence UGUAAACAUCCUACACUCUCAGC. The protein sequence of the target gene is MPPAIGGPVGYTPPDGGWGWAVLVGAFISIGFSYAFPKSITVFFKEIEVIFSATTSEVSWISSIMLAVMYAGGPISSILVNKYGSRPVMIAGGCLSGCGLIAASFCNTVQELYLCIGVIGGLGLAFNLNPALTMIGKYFYKKRPLANGLAMAGSPVFLSTLAPLNQAFFDIFDWRGSFLILGGLLLNCCVAGSLMRPIGPEQVKLEKLKSKESLQEAGKSDANTDLIGGSPKGEKLSVFQTINKFLDLSLFTHRGFLLYLSGNVVMFFGLFTPLVFLSSYGKSKDFSSEKSAFLLSILAF.... Result: 1 (interaction). (8) The miRNA is mmu-miR-879-3p with sequence GCUUAUGGCUUCAAGCUUUCGG. The protein sequence of the target gene is MMQESATETISNSSMNQNGMSTLSSQLDAGSRDGRSSGDTSSEVSTVELLHLQQQQALQAARQLLLQQQTSGLKSPKSSDKQRPLQVPVSVAMMTPQVITPQQMQQILQQQVLSPQQLQALLQQQQAVMLQQQQLQEFYKKQQEQLHLQLLQQQQQQQQQQQQQQQQQQQQQQQQQQQQQQQQQQQQQQQQHPGKQAKEQQQQQQQQQQLAAQQLVFQQQLLQMQQLQQQQHLLSLQRQGLISIPPGQAALPVQSLPQAGLSPAEIQQLWKEVTGVHSMEDNGIKHGGLDLTTNNSSSTT.... Result: 0 (no interaction). (9) The miRNA is hsa-miR-635 with sequence ACUUGGGCACUGAAACAAUGUCC. Result: 0 (no interaction). The protein sequence of the target gene is MAVNVYSTSVTSDNLSRHDMLAWINESLQLNLTKIEQLCSGAAYCQFMDMLFPGSIALKKVKFQAKLEHEYIQNFKILQAGFKRMGVDKIIPVDKLVKGKFQDNFEFVQWFKKFFDANYDGKDYDPVAARQGQETAVAPSLVAPALNKPKKPLTSSSAAPQRPISTQRTAAAPKAGPGVVRKNPGVGNGDDEAAELMQQVNVLKLTVEDLEKERDFYFGKLRNIELICQENEGENDPVLQRIVDILYATDEGFVIPDEGGPQEEQEEY. (10) The miRNA is hsa-miR-493-3p with sequence UGAAGGUCUACUGUGUGCCAGG. The protein sequence of the target gene is MYPNWGRYGGSSHYPPPPVPPPPPVALPEASPGPGYSSSTTPAAPSSSGFMSFREQHLAQLQQLQQMHQKQMQCVLQPHHLPPPPLPPPPVMPGGGYGDWQPPPPPMPPPPGPALSYQKQQQYKHQMLHHQRDGPPGLVPMELESPPESPPVPPGSYMPPSQSYMPPPQPPPSYYPPTSSQPYLPPAQPSPSQSPPSQSYLAPTPSYSSSSSSSQSYLSHSQSYLPSSQASPSRPSQGHSKSQLLAPPPPSAPPGNKTTVQQEPLESGAKNKSTEQQQAAPEPDPSTMTPQEQQQYWYRQ.... Result: 0 (no interaction).